This data is from NCI-60 drug combinations with 297,098 pairs across 59 cell lines. The task is: Regression. Given two drug SMILES strings and cell line genomic features, predict the synergy score measuring deviation from expected non-interaction effect. (1) Drug 1: CC(C)NC(=O)C1=CC=C(C=C1)CNNC.Cl. Drug 2: CCC1(C2=C(COC1=O)C(=O)N3CC4=CC5=C(C=CC(=C5CN(C)C)O)N=C4C3=C2)O.Cl. Cell line: RXF 393. Synergy scores: CSS=1.22, Synergy_ZIP=-1.72, Synergy_Bliss=-1.41, Synergy_Loewe=-4.66, Synergy_HSA=-3.81. (2) Drug 1: C1=CC=C(C(=C1)C(C2=CC=C(C=C2)Cl)C(Cl)Cl)Cl. Drug 2: CS(=O)(=O)OCCCCOS(=O)(=O)C. Cell line: HS 578T. Synergy scores: CSS=8.15, Synergy_ZIP=-3.09, Synergy_Bliss=0.780, Synergy_Loewe=1.42, Synergy_HSA=1.66. (3) Drug 1: CC1=C(C=C(C=C1)NC(=O)C2=CC=C(C=C2)CN3CCN(CC3)C)NC4=NC=CC(=N4)C5=CN=CC=C5. Drug 2: CCN(CC)CCNC(=O)C1=C(NC(=C1C)C=C2C3=C(C=CC(=C3)F)NC2=O)C. Cell line: NCI-H322M. Synergy scores: CSS=-12.4, Synergy_ZIP=4.54, Synergy_Bliss=-6.02, Synergy_Loewe=-18.3, Synergy_HSA=-17.0. (4) Drug 1: C1CN1P(=S)(N2CC2)N3CC3. Drug 2: CCN(CC)CCNC(=O)C1=C(NC(=C1C)C=C2C3=C(C=CC(=C3)F)NC2=O)C. Cell line: IGROV1. Synergy scores: CSS=18.4, Synergy_ZIP=2.01, Synergy_Bliss=5.00, Synergy_Loewe=-1.23, Synergy_HSA=-2.14. (5) Drug 2: CCCCC(=O)OCC(=O)C1(CC(C2=C(C1)C(=C3C(=C2O)C(=O)C4=C(C3=O)C=CC=C4OC)O)OC5CC(C(C(O5)C)O)NC(=O)C(F)(F)F)O. Synergy scores: CSS=19.1, Synergy_ZIP=-0.189, Synergy_Bliss=2.18, Synergy_Loewe=-0.553, Synergy_HSA=-0.299. Cell line: SK-OV-3. Drug 1: CC1CCC2CC(C(=CC=CC=CC(CC(C(=O)C(C(C(=CC(C(=O)CC(OC(=O)C3CCCCN3C(=O)C(=O)C1(O2)O)C(C)CC4CCC(C(C4)OC)O)C)C)O)OC)C)C)C)OC. (6) Drug 1: C1CCC(CC1)NC(=O)N(CCCl)N=O. Drug 2: C1C(C(OC1N2C=NC(=NC2=O)N)CO)O. Cell line: PC-3. Synergy scores: CSS=11.6, Synergy_ZIP=-7.72, Synergy_Bliss=-5.03, Synergy_Loewe=-4.36, Synergy_HSA=-4.12. (7) Drug 1: CC1=C(C=C(C=C1)C(=O)NC2=CC(=CC(=C2)C(F)(F)F)N3C=C(N=C3)C)NC4=NC=CC(=N4)C5=CN=CC=C5. Drug 2: N.N.Cl[Pt+2]Cl. Cell line: SK-MEL-5. Synergy scores: CSS=60.7, Synergy_ZIP=1.67, Synergy_Bliss=4.01, Synergy_Loewe=2.36, Synergy_HSA=5.33.